Dataset: Full USPTO retrosynthesis dataset with 1.9M reactions from patents (1976-2016). Task: Predict the reactants needed to synthesize the given product. (1) Given the product [C:1]([NH:8][CH2:9][C:10]#[C:11][C:13]1[CH:22]=[CH:21][C:16]([C:17]([O:19][CH3:20])=[O:18])=[CH:15][CH:14]=1)([O:3][C:4]([CH3:5])([CH3:6])[CH3:7])=[O:2], predict the reactants needed to synthesize it. The reactants are: [C:1]([NH:8][CH2:9][C:10]#[CH:11])([O:3][C:4]([CH3:7])([CH3:6])[CH3:5])=[O:2].I[C:13]1[CH:22]=[CH:21][C:16]([C:17]([O:19][CH3:20])=[O:18])=[CH:15][CH:14]=1.C(N(CC)CC)C. (2) Given the product [NH2:1][C:2](=[O:17])[CH2:3][O:4][C:5]1[C:14]([Br:18])=[CH:13][C:8]([C:9]([O:11][CH3:12])=[O:10])=[C:7]([O:15][CH3:16])[CH:6]=1, predict the reactants needed to synthesize it. The reactants are: [NH2:1][C:2](=[O:17])[CH2:3][O:4][C:5]1[CH:14]=[CH:13][C:8]([C:9]([O:11][CH3:12])=[O:10])=[C:7]([O:15][CH3:16])[CH:6]=1.[Br:18]Br.